Dataset: Forward reaction prediction with 1.9M reactions from USPTO patents (1976-2016). Task: Predict the product of the given reaction. (1) The product is: [CH2:1]([CH:3]([CH2:6][CH2:7][CH2:8][CH3:9])[CH:4]=[O:5])[CH3:2].[OH:10][CH2:11][CH:12]([CH2:14][OH:15])[OH:13]. Given the reactants [CH2:1]([CH:3]([CH2:6][CH2:7][CH2:8][CH3:9])[CH:4]=[O:5])[CH3:2].[OH:10][CH2:11][CH:12]([CH2:14][OH:15])[OH:13], predict the reaction product. (2) Given the reactants [C:1]([N:8]([C:27]([O:29][C:30]([CH3:33])([CH3:32])[CH3:31])=[O:28])[C@H:9]1[CH2:13][C@@H:12]([N:14]2[CH:22]=[N:21][C:20]3[C:15]2=[N:16][C:17]([Cl:24])=[N:18][C:19]=3Cl)[C@H:11](O)[C@@H:10]1O)([O:3][C:4]([CH3:7])([CH3:6])[CH3:5])=[O:2].CCN(C(C)C)C(C)C.[C:43]1([CH:49]([C:52]2[CH:57]=[CH:56][CH:55]=[CH:54][CH:53]=2)[CH2:50][NH2:51])[CH:48]=[CH:47][CH:46]=[CH:45][CH:44]=1, predict the reaction product. The product is: [Cl:24][C:17]1[N:16]=[C:15]2[C:20]([N:21]=[CH:22][N:14]2[C@@H:12]2[CH2:13][C@H:9]([N:8]([C:27]([O:29][C:30]([CH3:32])([CH3:33])[CH3:31])=[O:28])[C:1]([O:3][C:4]([CH3:5])([CH3:7])[CH3:6])=[O:2])[CH:10]=[CH:11]2)=[C:19]([NH:51][CH2:50][CH:49]([C:43]2[CH:48]=[CH:47][CH:46]=[CH:45][CH:44]=2)[C:52]2[CH:57]=[CH:56][CH:55]=[CH:54][CH:53]=2)[N:18]=1. (3) Given the reactants FC(F)(F)S(O[C:7]1[CH:12]=[C:11]([O:13][Si](C(C)(C)C)(C)C)[CH:10]=[CH:9][C:8]=1[C:21]1[CH:26]=[C:25]([O:27][CH3:28])[CH:24]=[CH:23][C:22]=1[F:29])(=O)=O.[CH3:32][C:33]1([CH3:50])[CH2:38][C:37](B2OC(C)(C)C(C)(C)O2)=[CH:36][C:35]([CH3:49])([CH3:48])[O:34]1.C1(P(C2CCCCC2)C2C=CC=CC=2C2C(C(C)C)=CC(C(C)C)=CC=2C(C)C)CCCCC1.[F-].[K+], predict the reaction product. The product is: [F:29][C:22]1[CH:23]=[CH:24][C:25]([O:27][CH3:28])=[CH:26][C:21]=1[C:8]1[CH:9]=[CH:10][C:11]([OH:13])=[CH:12][C:7]=1[C:37]1[CH2:36][C:35]([CH3:49])([CH3:48])[O:34][C:33]([CH3:50])([CH3:32])[CH:38]=1. (4) Given the reactants ClC1C=C(C=CC=1)C(OO)=O.[CH2:12]([O:14][CH2:15][C:16]1[N:17]([CH2:35][C:36]([OH:39])([CH3:38])[CH3:37])[C:18]2[C:27]3[CH:26]=[C:25]([NH:28][C:29](=[O:33])[CH:30]([CH3:32])[CH3:31])[CH:24]=[CH:23][C:22]=3[N:21]=[CH:20][C:19]=2[N:34]=1)[CH3:13].[OH-].[NH4+:41].C1(C)C=CC(S(Cl)(=O)=O)=CC=1, predict the reaction product. The product is: [NH2:41][C:20]1[C:19]2[N:34]=[C:16]([CH2:15][O:14][CH2:12][CH3:13])[N:17]([CH2:35][C:36]([OH:39])([CH3:37])[CH3:38])[C:18]=2[C:27]2[CH:26]=[C:25]([NH:28][C:29](=[O:33])[CH:30]([CH3:31])[CH3:32])[CH:24]=[CH:23][C:22]=2[N:21]=1. (5) Given the reactants [C:1]([O:5][C:6](=[O:11])[NH:7][CH2:8][CH2:9]Br)([CH3:4])([CH3:3])[CH3:2].[N:12]1(NCCC)[CH2:16][CH2:15][CH2:14][CH2:13]1.[Na+].[I-].O, predict the reaction product. The product is: [C:1]([O:5][C:6](=[O:11])[NH:7][CH2:8][CH2:9][NH:12][CH2:13][CH2:14][CH2:15][N:12]1[CH2:13][CH2:14][CH2:15][CH2:16]1)([CH3:4])([CH3:3])[CH3:2]. (6) Given the reactants [CH3:1][C:2]1[N:6]([CH:7]([CH3:11])[C:8]([OH:10])=O)[N:5]=[C:4]([C:12]([F:15])([F:14])[F:13])[N:3]=1.[F:16][C:17]1[CH:22]=[CH:21][C:20]([N:23]2[C:31]3[CH2:30][CH2:29][CH2:28][NH:27][C:26]=3[CH:25]=[N:24]2)=[CH:19][CH:18]=1.CCN(C(C)C)C(C)C, predict the reaction product. The product is: [F:16][C:17]1[CH:18]=[CH:19][C:20]([N:23]2[C:31]3[CH2:30][CH2:29][CH2:28][N:27]([C:8](=[O:10])[CH:7]([N:6]4[C:2]([CH3:1])=[N:3][C:4]([C:12]([F:15])([F:14])[F:13])=[N:5]4)[CH3:11])[C:26]=3[CH:25]=[N:24]2)=[CH:21][CH:22]=1. (7) Given the reactants C(NC(C)C)(C)C.C([Li])CCC.[F:13][C:14]1[CH:15]=[N:16][C:17]2[C:22]([CH:23]=1)=[CH:21][CH:20]=[CH:19][CH:18]=2.[I:24]I, predict the reaction product. The product is: [F:13][C:14]1[CH:15]=[N:16][C:17]2[C:22]([C:23]=1[I:24])=[CH:21][CH:20]=[CH:19][CH:18]=2. (8) The product is: [N:31]1([CH2:30][CH2:29][N:3]2[N:2]=[N:1][C:5]([C:6]3[CH:7]=[C:8]([C:12]4[N:17]5[N:18]=[CH:19][C:20]([C:21]([C:23]6[S:24][CH:25]=[CH:26][CH:27]=6)=[O:22])=[C:16]5[N:15]=[CH:14][CH:13]=4)[CH:9]=[CH:10][CH:11]=3)=[N:4]2)[CH2:35][CH2:34][CH2:33][CH2:32]1. Given the reactants [NH:1]1[C:5]([C:6]2[CH:7]=[C:8]([C:12]3[N:17]4[N:18]=[CH:19][C:20]([C:21]([C:23]5[S:24][CH:25]=[CH:26][CH:27]=5)=[O:22])=[C:16]4[N:15]=[CH:14][CH:13]=3)[CH:9]=[CH:10][CH:11]=2)=[N:4][N:3]=[N:2]1.Cl[CH2:29][CH2:30][N:31]1[CH2:35][CH2:34][CH2:33][CH2:32]1, predict the reaction product. (9) Given the reactants Cl[C:2]1[C:3]2[N:10]=[C:9]([CH2:11][O:12][CH3:13])[S:8][C:4]=2[N:5]=[CH:6][N:7]=1.[CH3:14][O:15][C:16]1[CH:24]=[C:23]2[C:19]([CH:20]=[N:21][NH:22]2)=[CH:18][C:17]=1[NH2:25], predict the reaction product. The product is: [CH3:14][O:15][C:16]1[CH:24]=[C:23]2[C:19]([CH:20]=[N:21][NH:22]2)=[CH:18][C:17]=1[NH:25][C:2]1[C:3]2[N:10]=[C:9]([CH2:11][O:12][CH3:13])[S:8][C:4]=2[N:5]=[CH:6][N:7]=1. (10) Given the reactants Cl[C:2]1[CH:7]=[CH:6][C:5]([C:8](=[O:10])[CH3:9])=[CH:4][C:3]=1[N+:11]([O-:13])=[O:12].[NH2:14][C:15]1[CH:20]=[CH:19][C:18]([CH2:21][CH2:22][OH:23])=[CH:17][CH:16]=1.C([O-])(O)=O.[Na+].O, predict the reaction product. The product is: [OH:23][CH2:22][CH2:21][C:18]1[CH:19]=[CH:20][C:15]([NH:14][C:2]2[CH:7]=[CH:6][C:5]([C:8](=[O:10])[CH3:9])=[CH:4][C:3]=2[N+:11]([O-:13])=[O:12])=[CH:16][CH:17]=1.